This data is from Reaction yield outcomes from USPTO patents with 853,638 reactions. The task is: Predict the reaction yield, written as a fraction of the theoretical maximum amount of product (1.0 means a 100% yield; for example, 0.34 means a 34% yield). The reactants are [CH3:1][O:2][CH2:3][CH:4]([NH:6][C:7]([C:9]1[CH:10]=[C:11]([C:18]2[CH:23]=[CH:22][C:21]([CH3:24])=[CH:20][CH:19]=2)[CH:12]=[C:13]([N+:15]([O-])=O)[CH:14]=1)=[O:8])[CH3:5].Cl[Sn]Cl. The catalyst is CO. The product is [CH3:1][O:2][CH2:3][CH:4]([NH:6][C:7]([C:9]1[CH:10]=[C:11]([C:18]2[CH:19]=[CH:20][C:21]([CH3:24])=[CH:22][CH:23]=2)[CH:12]=[C:13]([NH2:15])[CH:14]=1)=[O:8])[CH3:5]. The yield is 0.903.